This data is from NCI-60 drug combinations with 297,098 pairs across 59 cell lines. The task is: Regression. Given two drug SMILES strings and cell line genomic features, predict the synergy score measuring deviation from expected non-interaction effect. (1) Drug 1: C1CCC(CC1)NC(=O)N(CCCl)N=O. Drug 2: CC1C(C(CC(O1)OC2CC(CC3=C2C(=C4C(=C3O)C(=O)C5=CC=CC=C5C4=O)O)(C(=O)C)O)N)O. Cell line: SK-MEL-28. Synergy scores: CSS=42.4, Synergy_ZIP=-8.15, Synergy_Bliss=-8.18, Synergy_Loewe=-8.20, Synergy_HSA=-5.56. (2) Drug 1: C1CCN(CC1)CCOC2=CC=C(C=C2)C(=O)C3=C(SC4=C3C=CC(=C4)O)C5=CC=C(C=C5)O. Drug 2: CC1OCC2C(O1)C(C(C(O2)OC3C4COC(=O)C4C(C5=CC6=C(C=C35)OCO6)C7=CC(=C(C(=C7)OC)O)OC)O)O. Cell line: NCI-H226. Synergy scores: CSS=14.3, Synergy_ZIP=2.64, Synergy_Bliss=0.480, Synergy_Loewe=-5.61, Synergy_HSA=-2.76. (3) Drug 1: CCCCCOC(=O)NC1=NC(=O)N(C=C1F)C2C(C(C(O2)C)O)O. Cell line: EKVX. Drug 2: CC1=C(C(=CC=C1)Cl)NC(=O)C2=CN=C(S2)NC3=CC(=NC(=N3)C)N4CCN(CC4)CCO. Synergy scores: CSS=3.61, Synergy_ZIP=-0.545, Synergy_Bliss=0.307, Synergy_Loewe=-3.65, Synergy_HSA=-0.303. (4) Synergy scores: CSS=52.4, Synergy_ZIP=-1.83, Synergy_Bliss=-2.55, Synergy_Loewe=-63.1, Synergy_HSA=-0.699. Drug 1: COC1=CC(=CC(=C1O)OC)C2C3C(COC3=O)C(C4=CC5=C(C=C24)OCO5)OC6C(C(C7C(O6)COC(O7)C8=CC=CS8)O)O. Drug 2: CN(C(=O)NC(C=O)C(C(C(CO)O)O)O)N=O. Cell line: NCIH23. (5) Drug 1: C1C(C(OC1N2C=NC3=C(N=C(N=C32)Cl)N)CO)O. Drug 2: C1=NC(=NC(=O)N1C2C(C(C(O2)CO)O)O)N. Cell line: SNB-19. Synergy scores: CSS=30.0, Synergy_ZIP=-3.18, Synergy_Bliss=-2.32, Synergy_Loewe=-4.50, Synergy_HSA=-1.41.